Dataset: Catalyst prediction with 721,799 reactions and 888 catalyst types from USPTO. Task: Predict which catalyst facilitates the given reaction. Reactant: [CH3:1][C:2]1[CH:7]=[CH:6][C:5]([S:8]([N:11]([C@H:16]([C:41]([OH:43])=[O:42])[CH2:17][CH2:18][CH2:19][CH2:20][NH:21][C:22]([C@@H:24]([NH:32][S:33]([C:36]2[S:40][CH:39]=[CH:38][CH:37]=2)(=[O:35])=[O:34])[CH2:25][C:26]2[CH:31]=[CH:30][CH:29]=[CH:28][CH:27]=2)=[O:23])[CH2:12][CH:13]([CH3:15])[CH3:14])(=[O:10])=[O:9])=[CH:4][CH:3]=1.[CH2:44]1CCC(N=C=NC2CCCCC2)CC1. Product: [CH3:1][C:2]1[CH:3]=[CH:4][C:5]([S:8]([N:11]([C@H:16]([C:41]([O:43][CH3:44])=[O:42])[CH2:17][CH2:18][CH2:19][CH2:20][NH:21][C:22]([C@@H:24]([NH:32][S:33]([C:36]2[S:40][CH:39]=[CH:38][CH:37]=2)(=[O:34])=[O:35])[CH2:25][C:26]2[CH:31]=[CH:30][CH:29]=[CH:28][CH:27]=2)=[O:23])[CH2:12][CH:13]([CH3:15])[CH3:14])(=[O:9])=[O:10])=[CH:6][CH:7]=1. The catalyst class is: 5.